Dataset: Full USPTO retrosynthesis dataset with 1.9M reactions from patents (1976-2016). Task: Predict the reactants needed to synthesize the given product. (1) Given the product [CH:1]1([C:6]2[CH:11]=[C:10]([NH2:12])[CH:9]=[N:8][C:7]=2[O:15][CH2:16][C:17]([F:18])([F:19])[F:20])[CH2:2][CH2:3][CH2:4][CH2:5]1, predict the reactants needed to synthesize it. The reactants are: [C:1]1([C:6]2[C:7]([O:15][CH2:16][C:17]([F:20])([F:19])[F:18])=[N:8][CH:9]=[C:10]([N+:12]([O-])=O)[CH:11]=2)[CH2:5][CH2:4][CH2:3][CH:2]=1. (2) The reactants are: [CH2:1]([N:8]1[CH:16]=[C:15]2[C:10]([CH:11]=[C:12]([C:17]3[CH:18]=[C:19]([C:27]4[CH:32]=[CH:31][CH:30]=[C:29]([CH2:33]Br)[CH:28]=4)[N:20]4[C:25]=3[C:24]([NH2:26])=[N:23][CH:22]=[N:21]4)[CH:13]=[CH:14]2)=[N:9]1)[C:2]1[CH:7]=[CH:6][CH:5]=[CH:4][CH:3]=1.[NH:35]1[CH2:39][CH2:38][CH:37]([OH:40])[CH2:36]1.C(N(CC)CC)C. Given the product [NH2:26][C:24]1[C:25]2=[C:17]([C:12]3[CH:11]=[CH:10][C:15]4[C:14]([CH:13]=3)=[N:9][N:8]([CH2:1][C:2]3[CH:7]=[CH:6][CH:5]=[CH:4][CH:3]=3)[CH:16]=4)[CH:18]=[C:19]([C:27]3[CH:28]=[C:29]([CH:30]=[CH:31][CH:32]=3)[CH2:33][N:35]3[CH2:39][CH2:38][CH:37]([OH:40])[CH2:36]3)[N:20]2[N:21]=[CH:22][N:23]=1, predict the reactants needed to synthesize it.